This data is from Reaction yield outcomes from USPTO patents with 853,638 reactions. The task is: Predict the reaction yield, written as a fraction of the theoretical maximum amount of product (1.0 means a 100% yield; for example, 0.34 means a 34% yield). (1) The reactants are [Br:1][C:2]1[CH:7]=[CH:6][C:5]([N+:8]([O-])=O)=[CH:4][C:3]=1[O:11][CH2:12][C:13]([CH3:15])=[CH2:14].[NH4+].[Cl-].[CH3:18][C:19]([O:22][C:23](O[C:23]([O:22][C:19]([CH3:21])([CH3:20])[CH3:18])=[O:24])=[O:24])([CH3:21])[CH3:20]. The catalyst is CO.[Fe]. The product is [C:19]([O:22][C:23](=[O:24])[NH:8][C:5]1[CH:6]=[CH:7][C:2]([Br:1])=[C:3]([O:11][CH2:12][C:13]([CH3:15])=[CH2:14])[CH:4]=1)([CH3:21])([CH3:20])[CH3:18]. The yield is 0.770. (2) The catalyst is C1(C)C=CC=CC=1. The product is [CH:11]1([C:16]2[CH:17]=[C:18]([NH2:19])[N:9]([C:4]3[CH:5]=[CH:6][CH:7]=[CH:8][C:3]=3[CH3:2])[N:10]=2)[CH2:15][CH2:14][CH2:13][CH2:12]1. The yield is 0.620. The reactants are Cl.[CH3:2][C:3]1[CH:8]=[CH:7][CH:6]=[CH:5][C:4]=1[NH:9][NH2:10].[CH:11]1([C:16](=O)[CH2:17][C:18]#[N:19])[CH2:15][CH2:14][CH2:13][CH2:12]1.